This data is from Full USPTO retrosynthesis dataset with 1.9M reactions from patents (1976-2016). The task is: Predict the reactants needed to synthesize the given product. (1) Given the product [CH3:22][O:21][C:19]([C:15]1[CH2:16][CH2:12][CH:10]([CH3:11])[CH:14]=1)=[O:20], predict the reactants needed to synthesize it. The reactants are: [Li]CCCC.C(N[CH:10]([CH3:12])[CH3:11])(C)C.O=[C:14]1CC[CH2:16][CH:15]1[C:19]([O:21][CH3:22])=[O:20].CI. (2) Given the product [C:1]([O:5][C:6](=[O:36])[NH:7][C:8]1([C:12]2[CH:17]=[CH:16][C:15]([C:18]3[C:27](=[O:28])[C:26]4[C:21]([O:20][C:19]=3[C:30]3[CH:35]=[CH:34][CH:33]=[CH:32][CH:31]=3)=[C:22]3[N:42]([S:39](=[O:41])(=[O:40])[N:38]([CH3:63])[CH3:37])[N:43]=[CH:44][C:23]3=[CH:24][CH:25]=4)=[CH:14][CH:13]=2)[CH2:11][CH2:10][CH2:9]1)([CH3:4])([CH3:3])[CH3:2], predict the reactants needed to synthesize it. The reactants are: [C:1]([O:5][C:6](=[O:36])[NH:7][C:8]1([C:12]2[CH:17]=[CH:16][C:15]([C:18]3[C:27](=[O:28])[C:26]4[C:21](=[CH:22][CH:23]=[C:24](F)[CH:25]=4)[O:20][C:19]=3[C:30]3[CH:35]=[CH:34][CH:33]=[CH:32][CH:31]=3)=[CH:14][CH:13]=2)[CH2:11][CH2:10][CH2:9]1)([CH3:4])([CH3:3])[CH3:2].[CH3:37][N:38]([CH3:63])[S:39]([N:42]1C2=C3C(=CC=C2[CH:44]=[N:43]1)C(=O)C(I)=C(C1C=CC=CC=1)O3)(=[O:41])=[O:40]. (3) Given the product [Br:17][C:15]1[CH:16]=[C:11]([NH:9][C:7]2[CH:6]=[CH:5][N:4]=[C:3]([O:2][CH3:1])[N:8]=2)[C:12](=[O:19])[N:13]([CH3:18])[CH:14]=1, predict the reactants needed to synthesize it. The reactants are: [CH3:1][O:2][C:3]1[N:8]=[C:7]([NH2:9])[CH:6]=[CH:5][N:4]=1.Br[C:11]1[C:12](=[O:19])[N:13]([CH3:18])[CH:14]=[C:15]([Br:17])[CH:16]=1.C(=O)([O-])[O-].[Cs+].[Cs+].CC1(C)C2C(=C(P(C3C=CC=CC=3)C3C=CC=CC=3)C=CC=2)OC2C(P(C3C=CC=CC=3)C3C=CC=CC=3)=CC=CC1=2. (4) Given the product [C:1]([NH:4][C:5]1[N:10]=[CH:9][C:8]([CH:11]([CH3:18])[CH2:12][C:13]([O:15][CH2:16][CH3:17])=[O:14])=[CH:7][CH:6]=1)(=[O:3])[CH3:2], predict the reactants needed to synthesize it. The reactants are: [C:1]([NH:4][C:5]1[N:10]=[CH:9][C:8]([C:11]([CH3:18])=[CH:12][C:13]([O:15][CH2:16][CH3:17])=[O:14])=[CH:7][CH:6]=1)(=[O:3])[CH3:2].[H][H].